From a dataset of Full USPTO retrosynthesis dataset with 1.9M reactions from patents (1976-2016). Predict the reactants needed to synthesize the given product. (1) Given the product [CH3:20][C:21]1[CH:30]=[C:29]([NH:31][C:32]2[CH:33]=[C:34]([CH:39]=[CH:40][CH:41]=2)[C:35]([NH:15][NH:14][C:12](=[O:13])[CH2:11][N:2]2[CH2:3][CH2:4][C:5]3[C:10](=[CH:9][CH:8]=[CH:7][CH:6]=3)[CH2:1]2)=[O:36])[C:28]2[C:23](=[CH:24][CH:25]=[CH:26][CH:27]=2)[N:22]=1, predict the reactants needed to synthesize it. The reactants are: [CH2:1]1[C:10]2[C:5](=[CH:6][CH:7]=[CH:8][CH:9]=2)[CH2:4][CH2:3][N:2]1[CH2:11][C:12]([NH:14][NH2:15])=[O:13].C[Al](C)C.[CH3:20][C:21]1[CH:30]=[C:29]([NH:31][C:32]2[CH:33]=[C:34]([CH:39]=[CH:40][CH:41]=2)[C:35](OC)=[O:36])[C:28]2[C:23](=[CH:24][CH:25]=[CH:26][CH:27]=2)[N:22]=1. (2) Given the product [CH3:1][O:2][C:3]1[CH:4]=[CH:5][C:6]([CH2:7][O:8][C:9]2[C:10](=[O:20])[CH:11]=[C:12]3[C:17](=[O:18])[N:16]([CH2:27][CH2:28][N:29]4[CH2:33][CH2:32][CH2:31][CH2:30]4)[CH2:15][CH2:14][N:13]3[CH:19]=2)=[CH:21][CH:22]=1, predict the reactants needed to synthesize it. The reactants are: [CH3:1][O:2][C:3]1[CH:22]=[CH:21][C:6]([CH2:7][O:8][C:9]2[C:10](=[O:20])[CH:11]=[C:12]3[C:17](=[O:18])[NH:16][CH2:15][CH2:14][N:13]3[CH:19]=2)=[CH:5][CH:4]=1.[H-].[Na+].Cl.Cl[CH2:27][CH2:28][N:29]1[CH2:33][CH2:32][CH2:31][CH2:30]1.C(N(CC)CC)C. (3) Given the product [F:1][C:2]1[CH:3]=[C:4]([CH:12]([OH:14])[CH3:13])[CH:5]=[C:6]([C:8]([F:10])([F:11])[F:9])[CH:7]=1, predict the reactants needed to synthesize it. The reactants are: [F:1][C:2]1[CH:3]=[C:4]([C:12](=[O:14])[CH3:13])[CH:5]=[C:6]([C:8]([F:11])([F:10])[F:9])[CH:7]=1.[BH4-].[Na+]. (4) Given the product [ClH:28].[NH2:20][C@@H:18]1[CH2:19][C@H:17]1[C:11]1[CH:12]=[CH:13][C:14]([O:15][CH3:16])=[C:9]([CH:10]=1)[C:7]([NH:6][CH:1]1[CH2:5][CH2:4][CH2:3][CH2:2]1)=[O:8], predict the reactants needed to synthesize it. The reactants are: [CH:1]1([NH:6][C:7]([C:9]2[CH:10]=[C:11]([C@@H:17]3[CH2:19][C@H:18]3[NH:20]C(=O)OC(C)(C)C)[CH:12]=[CH:13][C:14]=2[O:15][CH3:16])=[O:8])[CH2:5][CH2:4][CH2:3][CH2:2]1.[ClH:28].C(OCC)(=O)C. (5) Given the product [Br:30][C:2]1[CH:7]=[CH:6][C:5]([C:8]2[CH2:12][C:11]([C:17]3[CH:22]=[C:21]([Cl:23])[CH:20]=[C:19]([Cl:24])[CH:18]=3)([C:13]([F:16])([F:15])[F:14])[O:10][N:9]=2)=[CH:4][C:3]=1[CH3:25], predict the reactants needed to synthesize it. The reactants are: N[C:2]1[CH:7]=[CH:6][C:5]([C:8]2[CH2:12][C:11]([C:17]3[CH:22]=[C:21]([Cl:23])[CH:20]=[C:19]([Cl:24])[CH:18]=3)([C:13]([F:16])([F:15])[F:14])[O:10][N:9]=2)=[CH:4][C:3]=1[CH3:25].N([O-])=O.[Na+].[BrH:30]. (6) Given the product [CH2:1]([O:3][C:4]([C:6]1[N:7]([CH2:21][CH2:22][O:23][CH3:24])[N:8]=[CH:9][C:10]=1[N+:11]([O-:13])=[O:12])=[O:5])[CH3:2], predict the reactants needed to synthesize it. The reactants are: [CH2:1]([O:3][C:4]([C:6]1[C:10]([N+:11]([O-:13])=[O:12])=[CH:9][NH:8][N:7]=1)=[O:5])[CH3:2].C(=O)([O-])[O-].[K+].[K+].Br[CH2:21][CH2:22][O:23][CH3:24]. (7) Given the product [ClH:56].[NH2:58][C:8]1[CH:7]=[C:6]([O:5][C:4]2[CH:15]=[CH:16][C:17]([NH:18][C:19]([C:21]3([C:24]([NH:25][C:26]4[CH:31]=[CH:30][C:29]([F:32])=[CH:28][CH:27]=4)=[O:33])[CH2:22][CH2:23]3)=[O:20])=[C:2]([F:1])[CH:3]=2)[CH:11]=[CH:10][N:9]=1, predict the reactants needed to synthesize it. The reactants are: [F:1][C:2]1[CH:3]=[C:4]([CH:15]=[CH:16][C:17]=1[NH:18][C:19]([C:21]1([C:24](=[O:33])[NH:25][C:26]2[CH:31]=[CH:30][C:29]([F:32])=[CH:28][CH:27]=2)[CH2:23][CH2:22]1)=[O:20])[O:5][C:6]1[CH:11]=[CH:10][N:9]=[C:8](C(N)=O)[CH:7]=1.O.FC(F)(F)C(OI(C1C=CC=CC=1)OC(=O)C(F)(F)F)=O.[ClH:56].C[N:58](C)C=O. (8) Given the product [C:12]([O:11][C:9](=[O:10])[N:18]([CH2:19][C:20]1[CH:26]=[CH:25][C:51]2[O:54][CH2:53][O:52][C:49]=2[CH:50]=1)[CH2:21][CH2:22][CH2:23][N:24]([C:38]1[S:37][N:36]=[C:35]([N:43]2[CH:47]=[CH:46][N:45]=[CH:44]2)[N:39]=1)[CH3:56])([CH3:13])([CH3:14])[CH3:15], predict the reactants needed to synthesize it. The reactants are: [CH3:13][C:12]([O:11][C:9](O[C:9]([O:11][C:12]([CH3:15])([CH3:14])[CH3:13])=[O:10])=[O:10])([CH3:15])[CH3:14].C([N:18]([CH2:21][CH3:22])[CH2:19][CH3:20])C.[CH3:23][NH2:24].[CH2:25](O)[CH3:26].C([O-])([O-])=O.[Na+].[Na+].Cl[C:35]1[N:39]=[C:38](Cl)[S:37][N:36]=1.[Na+].[Cl-].[NH:43]1[CH:47]=[CH:46][N:45]=[CH:44]1.[Na].[CH:49]([O:52][C:53](C)=[O:54])([CH3:51])[CH3:50].[CH3:56]O.